Dataset: Full USPTO retrosynthesis dataset with 1.9M reactions from patents (1976-2016). Task: Predict the reactants needed to synthesize the given product. (1) Given the product [F:24][C:21]1[CH:22]=[CH:23][C:18]([NH:17][C:5]2[C:4]3[C:9](=[CH:10][CH:11]=[C:2]([C:59](=[O:69])[NH:58][CH3:68])[CH:3]=3)[N:8]=[CH:7][C:6]=2[C:12]([O:14][CH2:15][CH3:16])=[O:13])=[CH:19][CH:20]=1, predict the reactants needed to synthesize it. The reactants are: Br[C:2]1[CH:3]=[C:4]2[C:9](=[CH:10][CH:11]=1)[N:8]=[CH:7][C:6]([C:12]([O:14][CH2:15][CH3:16])=[O:13])=[C:5]2[NH:17][C:18]1[CH:23]=[CH:22][C:21]([F:24])=[CH:20][CH:19]=1.C([PH+](C(C)(C)C)C(C)(C)C)(C)(C)C.[B-](F)(F)(F)F.CC([PH+](C(C)(C)C)C(C)(C)C)(C)C.CN.[N:58]12[CH2:68]CCN=C1CCCC[CH2:59]2.[O:69]1CCCC1. (2) Given the product [Cl:23][C:24]1[CH:29]=[CH:28][C:27]([S:30]([C:33]2[CH:34]=[N:35][C:36]3[C:41]([C:42]=2[Cl:43])=[CH:40][CH:39]=[C:38]([Cl:1])[CH:37]=3)(=[O:32])=[O:31])=[CH:26][CH:25]=1, predict the reactants needed to synthesize it. The reactants are: [Cl:1]C1C=C(S(C2C=NC3C(C=2Cl)=CC(Cl)=CC=3)(=O)=O)C=CC=1.[Cl:23][C:24]1[CH:29]=[CH:28][C:27]([S:30]([C:33]2[CH:34]=[N:35][C:36]3[C:41]([C:42]=2[Cl:43])=[CH:40][CH:39]=[CH:38][C:37]=3Cl)(=[O:32])=[O:31])=[CH:26][CH:25]=1.ClC1C2C(=CC=C(C#N)C=2)N=CC=1S(C1C=CC(F)=CC=1)(=O)=O.ClC1C2C(=CC=C(F)C=2)N=CC=1S(C1C=CC(Cl)=CC=1)(=O)=O. (3) Given the product [NH2:32][C:30]1[CH:29]=[CH:28][C:19]2[O:20][CH2:21][C:22]3[CH:27]=[CH:26][CH:25]=[CH:24][C:23]=3[C:17](=[CH:16][CH2:15][CH2:14][N:11]3[CH2:10][CH2:9][C:8]([C:5]4[CH:6]=[CH:7][C:2]([Cl:1])=[CH:3][CH:4]=4)([OH:35])[CH2:13][CH2:12]3)[C:18]=2[CH:31]=1, predict the reactants needed to synthesize it. The reactants are: [Cl:1][C:2]1[CH:7]=[CH:6][C:5]([C:8]2([OH:35])[CH2:13][CH2:12][N:11]([CH2:14][CH2:15][CH:16]=[C:17]3[C:23]4[CH:24]=[CH:25][CH:26]=[CH:27][C:22]=4[CH2:21][O:20][C:19]4[CH:28]=[CH:29][C:30]([N+:32]([O-])=O)=[CH:31][C:18]3=4)[CH2:10][CH2:9]2)=[CH:4][CH:3]=1.[Sn]. (4) Given the product [OH:1][C@H:2]([CH2:48][OH:49])[CH2:3][CH2:4][NH:5][C:6]([CH:8]1[CH:12]([C:13]2[CH:18]=[CH:17][CH:16]=[C:15]([Cl:19])[C:14]=2[F:20])[C:11]([C:23]2[CH:28]=[CH:27][C:26]([Cl:29])=[CH:25][C:24]=2[F:30])([C:21]#[N:22])[CH:10]([CH2:31][C:32]([CH:35]2[CH2:40][CH2:39][N:38]([CH2:41][C:42]3[CH:47]=[CH:46][CH:45]=[CH:44][CH:43]=3)[CH2:37][CH2:36]2)([CH3:34])[CH3:33])[NH:9]1)=[O:7], predict the reactants needed to synthesize it. The reactants are: [OH:1][C@H:2]([CH2:48][OH:49])[CH2:3][CH2:4][NH:5][C:6]([CH:8]1[CH:12]([C:13]2[CH:18]=[CH:17][CH:16]=[C:15]([Cl:19])[C:14]=2[F:20])[C:11]([C:23]2[CH:28]=[CH:27][C:26]([Cl:29])=[CH:25][C:24]=2[F:30])([C:21]#[N:22])[CH:10]([CH2:31][C:32]([C:35]2[CH2:36][CH2:37][N:38]([CH2:41][C:42]3[CH:47]=[CH:46][CH:45]=[CH:44][CH:43]=3)[CH2:39][CH:40]=2)([CH3:34])[CH3:33])[NH:9]1)=[O:7]. (5) Given the product [CH:1]1([C:4]2[CH:5]=[C:6]([I:19])[C:7]([F:10])=[N:8][CH:9]=2)[CH2:3][CH2:2]1, predict the reactants needed to synthesize it. The reactants are: [CH:1]1([C:4]2[CH:5]=[CH:6][C:7]([F:10])=[N:8][CH:9]=2)[CH2:3][CH2:2]1.C([N-]C(C)C)(C)C.[Li+].[I:19]I.S([O-])([O-])(=O)=S.[Na+].[Na+]. (6) Given the product [CH3:1][O:2][C:3]1[CH:4]=[C:5]2[C:9](=[CH:10][CH:11]=1)[NH:8][N:7]=[C:6]2[C:12]([NH:14][CH2:15][CH:16]1[CH2:17][CH2:18][N:19]([CH2:22][C:23]2[O:38][C:37]([C:39]([O:41][CH2:42][CH3:43])=[O:40])=[CH:36][CH:35]=2)[CH2:20][CH2:21]1)=[O:13], predict the reactants needed to synthesize it. The reactants are: [CH3:1][O:2][C:3]1[CH:4]=[C:5]2[C:9](=[CH:10][CH:11]=1)[NH:8][N:7]=[C:6]2[C:12]([NH:14][CH2:15][CH:16]1[CH2:21][CH2:20][N:19]([CH2:22][C:23]2SC=C(C(OC)=O)N=2)[CH2:18][CH2:17]1)=[O:13].ClCC1[O:38][C:37]([C:39]([O:41][CH2:42][CH3:43])=[O:40])=[CH:36][CH:35]=1. (7) Given the product [CH3:30][N:3]1[C:4]2[C:9](=[CH:8][CH:7]=[CH:6][CH:5]=2)[CH:10]=[C:11]([CH2:12][N:13]2[CH2:14][CH2:15][C:16]3([C:26]4[C:21](=[CH:22][CH:23]=[CH:24][CH:25]=4)[CH2:20][CH2:19]3)[CH2:17][CH2:18]2)[C:2]1=[O:1], predict the reactants needed to synthesize it. The reactants are: [O:1]=[C:2]1[C:11]([CH2:12][N:13]2[CH2:18][CH2:17][C:16]3([C:26]4[C:21](=[CH:22][CH:23]=[CH:24][CH:25]=4)[CH2:20][CH2:19]3)[CH2:15][CH2:14]2)=[CH:10][C:9]2[C:4](=[CH:5][CH:6]=[CH:7][CH:8]=2)[NH:3]1.[H-].[Na+].I[CH3:30].